This data is from Forward reaction prediction with 1.9M reactions from USPTO patents (1976-2016). The task is: Predict the product of the given reaction. (1) Given the reactants [Br:1][C:2]1[CH:7]=[N:6][C:5]([OH:8])=[C:4]2[N:9]([S:12]([C:15]3[CH:20]=[CH:19][C:18]([CH3:21])=[CH:17][CH:16]=3)(=[O:14])=[O:13])[CH:10]=[CH:11][C:3]=12.Br[CH2:23][C:24]#[N:25], predict the reaction product. The product is: [Br:1][C:2]1[C:3]2[CH:11]=[CH:10][N:9]([S:12]([C:15]3[CH:20]=[CH:19][C:18]([CH3:21])=[CH:17][CH:16]=3)(=[O:14])=[O:13])[C:4]=2[C:5](=[O:8])[N:6]([CH2:23][C:24]#[N:25])[CH:7]=1. (2) Given the reactants [N:1]1([CH2:7][CH2:8][NH2:9])[CH2:6][CH2:5][CH2:4][CH2:3][CH2:2]1.CO[O:12][CH2:13][C@H:14]1[O:18][C@@:17](C(C2C=CC=CC=2)(C2C=CC=CC=2)C2C=CC=CC=2)([N:19]2[CH:27]=[N:26][C:25]3[C:20]2=[N:21][CH:22]=[N:23][C:24]=3S(C)(=O)=O)[C@:16]([CH3:52])([OH:51])[C@@H:15]1[OH:53], predict the reaction product. The product is: [CH3:52][C@@:16]1([OH:51])[C@H:15]([OH:53])[C@@H:14]([CH2:13][OH:12])[O:18][C@H:17]1[N:19]1[CH:27]=[N:26][C:25]2[C:20]1=[N:21][CH:22]=[N:23][C:24]=2[NH:9][CH2:8][CH2:7][N:1]1[CH2:6][CH2:5][CH2:4][CH2:3][CH2:2]1. (3) Given the reactants [CH2:1]([N:5]1[C:10]2[CH:11]=[C:12]([C:15]([OH:17])=O)[CH:13]=[CH:14][C:9]=2[O:8][CH2:7][CH2:6]1)[CH2:2][CH2:3][CH3:4].CN(C(ON1N=NC2C=CC=NC1=2)=[N+](C)C)C.F[P-](F)(F)(F)(F)F.C1C=CC2N(O)N=NC=2C=1.C(N(C(C)C)CC)(C)C.Cl.Cl.[NH2:63][C@@H:64]([CH2:78][C:79]1[CH:84]=[C:83]([F:85])[CH:82]=[C:81]([F:86])[CH:80]=1)[C@H:65]([OH:77])[CH2:66][NH:67][CH2:68][C:69]1[CH:74]=[CH:73][CH:72]=[C:71]([CH2:75][CH3:76])[CH:70]=1, predict the reaction product. The product is: [CH2:1]([N:5]1[C:10]2[CH:11]=[C:12]([C:15]([NH:63][C@@H:64]([CH2:78][C:79]3[CH:80]=[C:81]([F:86])[CH:82]=[C:83]([F:85])[CH:84]=3)[C@H:65]([OH:77])[CH2:66][NH:67][CH2:68][C:69]3[CH:74]=[CH:73][CH:72]=[C:71]([CH2:75][CH3:76])[CH:70]=3)=[O:17])[CH:13]=[CH:14][C:9]=2[O:8][CH2:7][CH2:6]1)[CH2:2][CH2:3][CH3:4]. (4) Given the reactants [F:1][C:2]1[C:3]([O:13]C)=[CH:4][C:5]([O:11]C)=[C:6]([CH:10]=1)[C:7]([OH:9])=O.C(Cl)(=O)C(Cl)=O.C[O:22][C:23]1[CH:28]=[CH:27][C:26]([F:29])=[C:25]([O:30]C)[CH:24]=1.[Al+3].[Cl-].[Cl-].[Cl-], predict the reaction product. The product is: [F:29][C:26]1[C:25]([OH:30])=[CH:24][C:23]([OH:22])=[C:28]([CH:27]=1)[C:7]([C:6]1[CH:10]=[C:2]([F:1])[C:3]([OH:13])=[CH:4][C:5]=1[OH:11])=[O:9]. (5) Given the reactants [CH3:1][O:2][C:3]1[CH:4]=[C:5]([OH:11])[CH:6]=[CH:7][C:8]=1[O:9][CH3:10].F[C:13]1[CH:18]=[CH:17][C:16]([N+:19]([O-:21])=[O:20])=[CH:15][CH:14]=1.C([O-])([O-])=O.[K+].[K+].O, predict the reaction product. The product is: [CH3:1][O:2][C:3]1[CH:4]=[C:5]([CH:6]=[CH:7][C:8]=1[O:9][CH3:10])[O:11][C:13]1[CH:18]=[CH:17][C:16]([N+:19]([O-:21])=[O:20])=[CH:15][CH:14]=1. (6) Given the reactants [NH2:1][C:2]1[CH:15]=[CH:14][C:5]2[CH2:6][CH2:7][O:8][C:9](=[O:13])[N:10]([CH2:11][CH3:12])[C:4]=2[CH:3]=1.[CH3:16][NH:17][C:18]([C:20]1[S:21][CH:22]=[CH:23][C:24]=1[NH:25][C:26]1[C:31]([Cl:32])=[CH:30][N:29]=[C:28](Cl)[N:27]=1)=[O:19], predict the reaction product. The product is: [CH3:16][NH:17][C:18]([C:20]1[S:21][CH:22]=[CH:23][C:24]=1[NH:25][C:26]1[C:31]([Cl:32])=[CH:30][N:29]=[C:28]([NH:1][C:2]2[CH:15]=[CH:14][C:5]3[CH2:6][CH2:7][O:8][C:9](=[O:13])[N:10]([CH2:11][CH3:12])[C:4]=3[CH:3]=2)[N:27]=1)=[O:19]. (7) Given the reactants [CH3:1][O:2][C:3](=[O:16])[C@@H:4]1[CH2:8][CH2:7][CH2:6][N:5]1[C:9]([O:11][C:12]([CH3:15])([CH3:14])[CH3:13])=[O:10].[Li+].C[Si]([N-][Si](C)(C)C)(C)C.[CH:27](=[O:29])[CH3:28], predict the reaction product. The product is: [OH:29][CH:27]([C:4]1([C:3]([O:2][CH3:1])=[O:16])[CH2:8][CH2:7][CH2:6][N:5]1[C:9]([O:11][C:12]([CH3:13])([CH3:15])[CH3:14])=[O:10])[CH3:28]. (8) Given the reactants [F:1][C:2]1[CH:7]=[CH:6][C:5]([C:8]2[N:12]=[CH:11][N:10]([CH3:13])[C:9]=2[C:14]2[CH:19]=[CH:18][N:17]=[C:16]([NH2:20])[CH:15]=2)=[CH:4][CH:3]=1.[C:21]([N:29]=C=O)(=[O:28])C1C=CC=CC=1.C(O)C.C(=O)([O-])[O-].[K+].[K+], predict the reaction product. The product is: [F:1][C:2]1[CH:7]=[CH:6][C:5]([C:8]2[N:12]=[CH:11][N:10]([CH3:13])[C:9]=2[C:14]2[CH:19]=[CH:18][N:17]=[C:16]([NH:20][C:21]([NH2:29])=[O:28])[CH:15]=2)=[CH:4][CH:3]=1. (9) Given the reactants [CH3:1][C:2]1[N:3]=[C:4]([CH2:10][N:11]([CH:17]2[C:26]3[N:25]=[CH:24][CH:23]=[CH:22][C:21]=3[CH2:20][CH2:19][CH2:18]2)[CH2:12][CH2:13][CH2:14][CH2:15][NH2:16])[N:5](CCC)[CH:6]=1.[C:27]([OH:30])(=O)[CH3:28].[BrH:31], predict the reaction product. The product is: [BrH:31].[NH:5]1[C:6]2[CH:12]=[CH:13][CH:14]=[CH:1][C:2]=2[N:3]=[C:4]1[CH2:10][N:11]([CH:17]1[C:26]2[N:25]=[CH:24][CH:23]=[CH:22][C:21]=2[CH2:20][CH2:19][CH2:18]1)[CH2:12][CH2:13][CH2:14][CH2:15][NH:16][C:27](=[O:30])[C:28]1[CH:1]=[C:2]([Br:31])[CH:6]=[N:5][CH:4]=1. (10) Given the reactants [Cl:1][C:2]1[CH:7]=[CH:6][CH:5]=[CH:4][C:3]=1[N:8]1[C:17](=[O:18])[C:16]2[C:11](=[N:12][C:13](S(C)=O)=[N:14][CH:15]=2)[N:10]2[CH:22]=[CH:23][N:24]=[C:9]12.[N:25]1([CH2:30][C:31]2[CH:37]=[CH:36][C:34]([NH2:35])=[CH:33][CH:32]=2)[CH:29]=[CH:28][N:27]=[CH:26]1, predict the reaction product. The product is: [Cl:1][C:2]1[CH:7]=[CH:6][CH:5]=[CH:4][C:3]=1[N:8]1[C:17](=[O:18])[C:16]2[CH:15]=[N:14][C:13]([NH:35][C:34]3[CH:33]=[CH:32][C:31]([CH2:30][N:25]4[CH:29]=[CH:28][N:27]=[CH:26]4)=[CH:37][CH:36]=3)=[N:12][C:11]=2[N:10]2[CH:22]=[CH:23][N:24]=[C:9]12.